From a dataset of Forward reaction prediction with 1.9M reactions from USPTO patents (1976-2016). Predict the product of the given reaction. (1) Given the reactants [Na].[C:2]1([C:8]([C:16]2[CH:21]=[CH:20][CH:19]=[CH:18][CH:17]=2)([C:10]2[CH:15]=[CH:14][CH:13]=[CH:12][CH:11]=2)[SH:9])[CH:7]=[CH:6][CH:5]=[CH:4][CH:3]=1.[CH2:22](Br)[CH:23]=[CH2:24], predict the reaction product. The product is: [CH2:24]([S:9][C:8]([C:2]1[CH:3]=[CH:4][CH:5]=[CH:6][CH:7]=1)([C:10]1[CH:11]=[CH:12][CH:13]=[CH:14][CH:15]=1)[C:16]1[CH:17]=[CH:18][CH:19]=[CH:20][CH:21]=1)[CH:23]=[CH2:22]. (2) Given the reactants C[Si]([N-][Si](C)(C)C)(C)C.[N:10]1([CH2:16][C:17]2[CH:22]=[CH:21][C:20]([C:23]3[CH:24]=[C:25]([C:30]4[CH:35]=[CH:34][N:33]=[CH:32][C:31]=4[NH2:36])[C:26](F)=[N:27][CH:28]=3)=[CH:19][CH:18]=2)[CH2:15][CH2:14][CH2:13][CH2:12][CH2:11]1.O, predict the reaction product. The product is: [N:10]1([CH2:16][C:17]2[CH:22]=[CH:21][C:20]([C:23]3[CH:28]=[N:27][C:26]4[NH:36][C:31]5[CH:32]=[N:33][CH:34]=[CH:35][C:30]=5[C:25]=4[CH:24]=3)=[CH:19][CH:18]=2)[CH2:15][CH2:14][CH2:13][CH2:12][CH2:11]1. (3) The product is: [CH3:19][O:14][C:12]1[CH:11]=[C:10]([C:15]([F:18])([F:17])[F:16])[N:9]=[C:8]([C:5]2[N:6]=[CH:7][C:2]([NH2:1])=[CH:3][CH:4]=2)[N:13]=1. Given the reactants [NH2:1][C:2]1[CH:3]=[CH:4][C:5]([C:8]2[N:13]=[C:12]([OH:14])[CH:11]=[C:10]([C:15]([F:18])([F:17])[F:16])[N:9]=2)=[N:6][CH:7]=1.[C:19]([O-])([O-])=O.[K+].[K+].CI, predict the reaction product. (4) Given the reactants N1C=CC=CC=1.Cl[C:8]([O:10][CH3:11])=[O:9].[NH2:12][CH2:13][CH2:14][N:15]1[C:23]2[C:18](=[CH:19][CH:20]=[C:21]([CH2:24][N:25]([CH:33]3[CH2:35][CH2:34]3)[C:26](=[O:32])[O:27][C:28]([CH3:31])([CH3:30])[CH3:29])[CH:22]=2)[C:17]([Cl:36])=[CH:16]1.O, predict the reaction product. The product is: [CH3:11][O:10][C:8](=[O:9])[NH:12][CH2:13][CH2:14][N:15]1[C:23]2[C:18](=[CH:19][CH:20]=[C:21]([CH2:24][N:25]([C:26]([O:27][C:28]([CH3:29])([CH3:30])[CH3:31])=[O:32])[CH:33]3[CH2:34][CH2:35]3)[CH:22]=2)[C:17]([Cl:36])=[CH:16]1.